This data is from Catalyst prediction with 721,799 reactions and 888 catalyst types from USPTO. The task is: Predict which catalyst facilitates the given reaction. (1) Reactant: [F:1][C:2]([F:18])([F:17])[C:3]1[CH:11]=[C:10]2[C:6]([CH:7]=[CH:8][N:9]2[CH2:12][C:13]([O:15]C)=[O:14])=[CH:5][CH:4]=1.[OH-].[Li+]. Product: [F:17][C:2]([F:1])([F:18])[C:3]1[CH:11]=[C:10]2[C:6]([CH:7]=[CH:8][N:9]2[CH2:12][C:13]([OH:15])=[O:14])=[CH:5][CH:4]=1. The catalyst class is: 20. (2) Product: [Br:8][CH2:9][C:10]([NH:1][C:2]1[CH:7]=[CH:6][CH:5]=[CH:4][CH:3]=1)=[O:11]. Reactant: [NH2:1][C:2]1[CH:7]=[CH:6][CH:5]=[CH:4][CH:3]=1.[Br:8][CH2:9][C:10](Br)=[O:11]. The catalyst class is: 2.